From a dataset of Full USPTO retrosynthesis dataset with 1.9M reactions from patents (1976-2016). Predict the reactants needed to synthesize the given product. (1) Given the product [S:1]1[C:5]2[CH:6]=[CH:7][CH:8]=[CH:9][C:4]=2[C:3]([NH:10][CH2:11][CH2:12][NH:13][C:23](=[O:24])[C@@H:22]([NH:21][C:19](=[O:20])[O:18][C:14]([CH3:15])([CH3:16])[CH3:17])[C:48]2[CH:53]=[CH:52][CH:51]=[CH:50][CH:49]=2)=[N:2]1, predict the reactants needed to synthesize it. The reactants are: [S:1]1[C:5]2[CH:6]=[CH:7][CH:8]=[CH:9][C:4]=2[C:3]([NH:10][CH2:11][CH2:12][NH2:13])=[N:2]1.[C:14]([O:18][C:19]([N:21](C1C=CC=CC=1)[CH2:22][C:23](O)=[O:24])=[O:20])([CH3:17])([CH3:16])[CH3:15].Cl.CN(C)CCCN=C=NCC.ON1[C:49]2[CH:50]=[CH:51][CH:52]=[CH:53][C:48]=2N=N1.C(N(CC)CC)C. (2) Given the product [OH:6][C@H:3]1[CH2:4][CH2:5][N:1]([C:12]([O:11][C:8]([CH3:10])([CH3:9])[CH3:7])=[O:13])[CH2:2]1, predict the reactants needed to synthesize it. The reactants are: [NH:1]1[CH2:5][CH2:4][C@H:3]([OH:6])[CH2:2]1.[CH3:7][C:8]([O:11][C:12](O[C:12]([O:11][C:8]([CH3:10])([CH3:9])[CH3:7])=[O:13])=[O:13])([CH3:10])[CH3:9]. (3) Given the product [S:8]1[C:12]2[CH:13]=[CH:14][CH:15]=[CH:16][C:11]=2[C:10]([C:17]([NH:19][C:20]2[CH:32]=[CH:31][C:23]([C:24]([OH:26])=[O:25])=[C:22]([NH:33][C:34]3[CH:35]=[CH:36][C:37]([F:40])=[CH:38][CH:39]=3)[CH:21]=2)=[O:18])=[CH:9]1, predict the reactants needed to synthesize it. The reactants are: FC(F)(F)C(O)=O.[S:8]1[C:12]2[CH:13]=[CH:14][CH:15]=[CH:16][C:11]=2[C:10]([C:17]([NH:19][C:20]2[CH:32]=[CH:31][C:23]([C:24]([O:26]C(C)(C)C)=[O:25])=[C:22]([NH:33][C:34]3[CH:39]=[CH:38][C:37]([F:40])=[CH:36][CH:35]=3)[CH:21]=2)=[O:18])=[CH:9]1. (4) Given the product [N:23]1[CH:24]=[CH:25][C:20]([CH:18]=[CH:19][C:2]2[CH:3]=[C:4]3[CH2:10][C@:9]4([CH:15]5[CH2:16][CH2:17][N:12]([CH2:13][CH2:14]5)[CH2:11]4)[O:8][C:5]3=[N:6][CH:7]=2)=[CH:21][CH:22]=1, predict the reactants needed to synthesize it. The reactants are: Br[C:2]1[CH:3]=[C:4]2[CH2:10][C@:9]3([CH:15]4[CH2:16][CH2:17][N:12]([CH2:13][CH2:14]4)[CH2:11]3)[O:8][C:5]2=[N:6][CH:7]=1.[CH:18]([C:20]1[CH:25]=[CH:24][N:23]=[CH:22][CH:21]=1)=[CH2:19].C1(C)C=CC=CC=1P(C1C=CC=CC=1C)C1C=CC=CC=1C.C(N(CC)CC)C. (5) The reactants are: [H-].[K+:2].[CH3:3][Si:4]([CH3:15])([CH3:14])[O:5][CH2:6][CH2:7][CH2:8][C:9]1[CH2:13][CH:12]=[CH:11][CH:10]=1. Given the product [CH3:15][Si:4]([CH3:3])([CH3:14])[O:5][CH2:6][CH2:7][CH2:8][C-:9]1[CH:13]=[CH:12][CH:11]=[CH:10]1.[K+:2], predict the reactants needed to synthesize it. (6) The reactants are: C(OC([N:8]1[CH2:12][CH:11]2[CH2:13][C:14](=[O:16])[CH2:15][CH:10]2[CH2:9]1)=O)(C)(C)C.FC(F)(F)C(O)=O. Given the product [CH2:9]1[CH:10]2[CH2:15][C:14](=[O:16])[CH2:13][CH:11]2[CH2:12][NH:8]1, predict the reactants needed to synthesize it. (7) Given the product [Br:1][C:2]1[CH:10]=[C:9]2[C:5]([CH2:6][C:7]3([C:8]42[CH:16]=[C:15]([F:17])[C:14](=[O:18])[NH:13]4)[CH2:23][CH2:22][CH:21]([O:24][CH3:25])[CH2:20][CH2:19]3)=[CH:4][CH:3]=1, predict the reactants needed to synthesize it. The reactants are: [Br:1][C:2]1[CH:10]=[C:9]2[C:5]([CH2:6][C:7]3([CH2:23][CH2:22][CH:21]([O:24][CH3:25])[CH2:20][CH2:19]3)[C:8]2([NH:13][C:14](=[O:18])[C:15]([F:17])=[CH2:16])C=C)=[CH:4][CH:3]=1.CCOC(C)=O. (8) Given the product [C:4]1(=[O:34])[N:5]([CH2:6][CH2:7][NH:8][C:9]([N:11]2[CH2:15][C@@H:14]([S:16][C:44]([CH3:47])([CH3:46])[CH3:45])[C@H:13]([NH:17][S:18]([C:21]3[CH:26]=[CH:25][C:24]([O:27][C:28]4[CH:33]=[CH:32][CH:31]=[CH:30][CH:29]=4)=[CH:23][CH:22]=3)(=[O:20])=[O:19])[CH2:12]2)=[O:10])[C:1](=[O:39])[C:2]2=[CH:38][CH:37]=[CH:36][CH:35]=[C:3]12, predict the reactants needed to synthesize it. The reactants are: [C:1]1(=[O:39])[N:5]([CH2:6][CH2:7][NH:8][C:9]([N:11]2[CH2:15][C@@H:14]([SH:16])[C@H:13]([NH:17][S:18]([C:21]3[CH:26]=[CH:25][C:24]([O:27][C:28]4[CH:33]=[CH:32][CH:31]=[CH:30][CH:29]=4)=[CH:23][CH:22]=3)(=[O:20])=[O:19])[CH2:12]2)=[O:10])[C:4](=[O:34])[C:3]2=[CH:35][CH:36]=[CH:37][CH:38]=[C:2]12.Cl.C(N1C[C@@H](S[C:44]([CH3:47])([CH3:46])[CH3:45])[C@H](NS(C2C=CC(OC3C=CC=CC=3)=CC=2)(=O)=O)C1)(O[C:44]([CH3:47])([CH3:46])[CH3:45])=O.C(N(C(C)C)CC)(C)C.ClC(Cl)(OC(=O)OC(Cl)(Cl)Cl)Cl.Cl.C1(=O)N(CCN)C(=O)C2=CC=CC=C12.